Dataset: Peptide-MHC class I binding affinity with 185,985 pairs from IEDB/IMGT. Task: Regression. Given a peptide amino acid sequence and an MHC pseudo amino acid sequence, predict their binding affinity value. This is MHC class I binding data. (1) The peptide sequence is AMMWRIAQL. The MHC is HLA-A03:01 with pseudo-sequence HLA-A03:01. The binding affinity (normalized) is 0.0847. (2) The peptide sequence is ISLKNYGI. The MHC is H-2-Kb with pseudo-sequence H-2-Kb. The binding affinity (normalized) is 0.689. (3) The peptide sequence is THNDEIMRM. The MHC is H-2-Kb with pseudo-sequence H-2-Kb. The binding affinity (normalized) is 0.123. (4) The binding affinity (normalized) is 0.213. The peptide sequence is GLLSSKFKA. The MHC is HLA-A03:01 with pseudo-sequence HLA-A03:01.